From a dataset of NCI-60 drug combinations with 297,098 pairs across 59 cell lines. Regression. Given two drug SMILES strings and cell line genomic features, predict the synergy score measuring deviation from expected non-interaction effect. (1) Cell line: ACHN. Synergy scores: CSS=42.3, Synergy_ZIP=3.89, Synergy_Bliss=5.67, Synergy_Loewe=-1.08, Synergy_HSA=7.71. Drug 1: CC1C(C(CC(O1)OC2CC(CC3=C2C(=C4C(=C3O)C(=O)C5=C(C4=O)C(=CC=C5)OC)O)(C(=O)C)O)N)O.Cl. Drug 2: CC1=C(C(=O)C2=C(C1=O)N3CC4C(C3(C2COC(=O)N)OC)N4)N. (2) Drug 1: C1=NNC2=C1C(=O)NC=N2. Drug 2: COC1=C2C(=CC3=C1OC=C3)C=CC(=O)O2. Cell line: HCC-2998. Synergy scores: CSS=7.50, Synergy_ZIP=-11.7, Synergy_Bliss=-20.2, Synergy_Loewe=-14.0, Synergy_HSA=-14.0.